This data is from Forward reaction prediction with 1.9M reactions from USPTO patents (1976-2016). The task is: Predict the product of the given reaction. Given the reactants [CH:1]1([CH:7]([O:35][CH3:36])[C:8]2[CH:30]=[CH:29][C:28]([C:31]([F:34])([F:33])[F:32])=[CH:27][C:9]=2[CH2:10][NH:11][CH2:12][C:13]2[CH:18]=[C:17]([C:19]([F:22])([F:21])[F:20])[CH:16]=[C:15]([C:23]([F:26])([F:25])[F:24])[CH:14]=2)[CH2:6][CH2:5][CH2:4][CH2:3][CH2:2]1.C(N(C(C)C)CC)(C)C.Cl[C:47]([O:49][CH3:50])=[O:48], predict the reaction product. The product is: [CH3:50][O:49][C:47](=[O:48])[N:11]([CH2:12][C:13]1[CH:14]=[C:15]([C:23]([F:26])([F:25])[F:24])[CH:16]=[C:17]([C:19]([F:20])([F:21])[F:22])[CH:18]=1)[CH2:10][C:9]1[CH:27]=[C:28]([C:31]([F:32])([F:33])[F:34])[CH:29]=[CH:30][C:8]=1[CH:7]([CH:1]1[CH2:6][CH2:5][CH2:4][CH2:3][CH2:2]1)[O:35][CH3:36].